Predict the reaction yield, written as a fraction of the theoretical maximum amount of product (1.0 means a 100% yield; for example, 0.34 means a 34% yield). From a dataset of Reaction yield outcomes from USPTO patents with 853,638 reactions. (1) The reactants are COC(C)(C)C.[CH3:7][CH:8]([CH3:20])[C:9]([O:11][CH:12]([O:16][C:17]([CH3:19])=[S:18])[CH:13]([CH3:15])[CH3:14])=[O:10]. The catalyst is O. The product is [CH3:7][CH:8]([CH3:20])[C:9]([O:11][C@@H:12]([O:16][C:17]([CH3:19])=[S:18])[CH:13]([CH3:14])[CH3:15])=[O:10]. The yield is 0.700. (2) The reactants are [NH2:1][CH:2]([CH2:24][C:25]1[CH:30]=[CH:29][CH:28]=[CH:27][CH:26]=1)[CH:3]([OH:23])[CH2:4][N:5]([CH2:19][CH:20]([CH3:22])[CH3:21])[S:6]([C:9]1[CH:18]=[CH:17][C:12]2[N:13]=[C:14]([NH2:16])[S:15][C:11]=2[CH:10]=1)(=[O:8])=[O:7].OC1C2N=NNC=2C=CC=1.C(Cl)CCl.[OH:45][CH2:46][C:47]([OH:49])=O.[C:50]([O:54][C:55](=[O:67])[NH:56][CH2:57][C:58]1[CH:63]=[C:62]([CH3:64])[C:61](C)=[C:60]([CH3:66])[CH:59]=1)([CH3:53])([CH3:52])[CH3:51]. The catalyst is ClCCl. The product is [C:50]([O:54][C:55](=[O:67])[NH:56][CH2:57][C:58]1[CH:59]=[C:60]([CH3:66])[C:61]([O:45][CH2:46][C:47](=[O:49])[NH:1][CH:2]([CH2:24][C:25]2[CH:26]=[CH:27][CH:28]=[CH:29][CH:30]=2)[CH:3]([OH:23])[CH2:4][N:5]([S:6]([C:9]2[CH:18]=[CH:17][C:12]3[N:13]=[C:14]([NH2:16])[S:15][C:11]=3[CH:10]=2)(=[O:7])=[O:8])[CH2:19][CH:20]([CH3:21])[CH3:22])=[C:62]([CH3:64])[CH:63]=1)([CH3:53])([CH3:52])[CH3:51]. The yield is 0.750. (3) The catalyst is CN(C=O)C. The yield is 0.950. The product is [C:13]1([C@@H:4]2[CH2:5][N:6]([CH:7]3[CH2:12][CH2:11][O:10][CH2:9][CH2:8]3)[C:2](=[O:1])[N:3]2[CH:19]2[CH2:24][CH2:23][N:22]([CH2:25][C:26]3[CH:31]=[N:30][C:29]([O:32][C:33]4[CH:40]=[CH:39][C:36]([C:37]5[N:43]=[N:44][NH:45][N:38]=5)=[CH:35][CH:34]=4)=[CH:28][CH:27]=3)[CH2:21][CH2:20]2)[CH:14]=[CH:15][CH:16]=[CH:17][CH:18]=1. The reactants are [O:1]=[C:2]1[N:6]([CH:7]2[CH2:12][CH2:11][O:10][CH2:9][CH2:8]2)[CH2:5][C@@H:4]([C:13]2[CH:18]=[CH:17][CH:16]=[CH:15][CH:14]=2)[N:3]1[CH:19]1[CH2:24][CH2:23][N:22]([CH2:25][C:26]2[CH:27]=[CH:28][C:29]([O:32][C:33]3[CH:40]=[CH:39][C:36]([C:37]#[N:38])=[CH:35][CH:34]=3)=[N:30][CH:31]=2)[CH2:21][CH2:20]1.[NH4+].[Cl-].[N-:43]=[N+:44]=[N-:45].[Na+]. (4) The reactants are [C:1]([O:11][C:12]([CH3:15])([CH3:14])[CH3:13])(=[O:10])[CH2:2][C:3]([O:5][C:6]([CH3:9])([CH3:8])[CH3:7])=[O:4].C(=O)([O-])[O-].[K+].[K+].Cl[CH2:23][C:24]1[N:25]=[C:26]([C:30]2[CH:39]=[CH:38][C:33]([C:34]([O:36][CH3:37])=[O:35])=[CH:32][CH:31]=2)[O:27][C:28]=1[CH3:29]. The catalyst is CN(C)C=O. The product is [C:12]([O:11][C:1](=[O:10])[CH:2]([C:3]([O:5][C:6]([CH3:7])([CH3:8])[CH3:9])=[O:4])[CH2:23][C:24]1[N:25]=[C:26]([C:30]2[CH:39]=[CH:38][C:33]([C:34]([O:36][CH3:37])=[O:35])=[CH:32][CH:31]=2)[O:27][C:28]=1[CH3:29])([CH3:15])([CH3:14])[CH3:13]. The yield is 0.900.